From a dataset of Catalyst prediction with 721,799 reactions and 888 catalyst types from USPTO. Predict which catalyst facilitates the given reaction. (1) Reactant: [NH2:1][C@H:2]1[CH2:7][CH2:6][N:5]([CH2:8][CH2:9][N:10]2[C:19]3[C:14](=[N:15][CH:16]=[C:17]([F:20])[CH:18]=3)[CH:13]=[CH:12][C:11]2=[O:21])[CH2:4][C@H:3]1[OH:22].[Cl:23][C:24]1[CH:25]=[C:26]([CH:32]=O)[CH:27]=[N:28][C:29]=1[CH2:30][OH:31]. Product: [Cl:23][C:24]1[CH:25]=[C:26]([CH2:32][NH:1][C@H:2]2[CH2:7][CH2:6][N:5]([CH2:8][CH2:9][N:10]3[C:19]4[C:14](=[N:15][CH:16]=[C:17]([F:20])[CH:18]=4)[CH:13]=[CH:12][C:11]3=[O:21])[CH2:4][C@H:3]2[OH:22])[CH:27]=[N:28][C:29]=1[CH2:30][OH:31]. The catalyst class is: 525. (2) Reactant: [O:1]1[CH:5]=[CH:4][CH:3]=[C:2]1[C:6]1[N:11]=[C:10]([NH2:12])[C:9]([NH2:13])=[CH:8][C:7]=1[C:14]1[CH:19]=[CH:18][N:17]=[CH:16][N:15]=1.C(N(CC)CC)C.[CH:27]1([C:30](Cl)=O)[CH2:29][CH2:28]1. Product: [CH:27]1([C:30]2[NH:12][C:10]3=[N:11][C:6]([C:2]4[O:1][CH:5]=[CH:4][CH:3]=4)=[C:7]([C:14]4[CH:19]=[CH:18][N:17]=[CH:16][N:15]=4)[CH:8]=[C:9]3[N:13]=2)[CH2:29][CH2:28]1. The catalyst class is: 1. (3) Reactant: Cl[C:2]1[C:11]([CH2:12][S:13][C:14]2[N:19]=[C:18]([OH:20])[CH:17]=[C:16]([CH3:21])[N:15]=2)=[CH:10][C:9]2[C:4](=[CH:5][CH:6]=[CH:7][CH:8]=2)[N:3]=1.[NH:22]1[CH2:27][CH2:26][CH2:25][CH2:24][CH2:23]1.O. Product: [CH3:21][C:16]1[N:15]=[C:14]([S:13][CH2:12][C:11]2[C:2]([N:22]3[CH2:27][CH2:26][CH2:25][CH2:24][CH2:23]3)=[N:3][C:4]3[C:9]([CH:10]=2)=[CH:8][CH:7]=[CH:6][CH:5]=3)[N:19]=[C:18]([OH:20])[CH:17]=1. The catalyst class is: 16. (4) Reactant: [OH:1][C:2]([CH:15]1[CH2:20][CH2:19][CH2:18][N:17](C(OC(C)(C)C)=O)[CH2:16]1)([C:9]1[CH:14]=[CH:13][CH:12]=[CH:11][CH:10]=1)[CH2:3][CH2:4][CH2:5][CH2:6][CH2:7][CH3:8].Cl. Product: [C:9]1([C:2]([CH:15]2[CH2:20][CH2:19][CH2:18][NH:17][CH2:16]2)([OH:1])[CH2:3][CH2:4][CH2:5][CH2:6][CH2:7][CH3:8])[CH:10]=[CH:11][CH:12]=[CH:13][CH:14]=1. The catalyst class is: 23. (5) Reactant: [CH3:1][S:2]([OH:5])(=[O:4])=[O:3].CN(CCOC1C=CC(C[CH:22]2[S:26][C:25](=[O:27])[NH:24][C:23]2=[O:28])=CC=1)C1C=CC=CN=1.C(OCC)C. Product: [CH3:1][S:2]([OH:5])(=[O:4])=[O:3].[S:26]1[CH2:22][C:23](=[O:28])[NH:24][C:25]1=[O:27]. The catalyst class is: 8. (6) Reactant: C(O[C:4](=[O:26])[C:5]([C:8]1[CH:13]=[CH:12][CH:11]=[C:10]([O:14][CH2:15][CH2:16][N:17]([C:19]([O:21][C:22]([CH3:25])([CH3:24])[CH3:23])=[O:20])[CH3:18])[CH:9]=1)([F:7])[F:6])C.Cl.[NH2:28][CH2:29][C:30]1[CH:31]=[C:32]2[C:36](=[CH:37][CH:38]=1)[C:35](=[O:39])[N:34]([CH:40]1[CH2:45][CH2:44][C:43](=[O:46])[NH:42][C:41]1=[O:47])[CH2:33]2.C(N(C(C)C)CC)(C)C.F[P-](F)(F)(F)(F)F.CN(C(N(C)C)=[N+]1C2C(=NC=CC=2)[N+]([O-])=N1)C. Product: [O:47]=[C:41]1[CH:40]([N:34]2[CH2:33][C:32]3[C:36](=[CH:37][CH:38]=[C:30]([CH2:29][NH:28][C:4](=[O:26])[C:5]([C:8]4[CH:9]=[C:10]([CH:11]=[CH:12][CH:13]=4)[O:14][CH2:15][CH2:16][N:17]([CH3:18])[C:19](=[O:20])[O:21][C:22]([CH3:23])([CH3:24])[CH3:25])([F:6])[F:7])[CH:31]=3)[C:35]2=[O:39])[CH2:45][CH2:44][C:43](=[O:46])[NH:42]1. The catalyst class is: 9.